From a dataset of Reaction yield outcomes from USPTO patents with 853,638 reactions. Predict the reaction yield, written as a fraction of the theoretical maximum amount of product (1.0 means a 100% yield; for example, 0.34 means a 34% yield). The reactants are [Cl:1][C:2]1[S:9][C:8]2[C:7]3([CH:13]([C:14]4[CH:19]=[CH:18][CH:17]=[C:16]([Cl:20])[C:15]=4[F:21])[CH:12]([C:22]([NH:24][C:25]4[CH:30]=[CH:29][C:28]([C:31]#[N:32])=[CH:27][C:26]=4[O:33][CH3:34])=[O:23])[NH:11][CH:10]3[CH2:35][C:36]([CH3:39])([CH3:38])[CH3:37])[C:6](=[O:40])[NH:5][C:4]=2[CH:3]=1.[OH:41]O.[OH-].[Na+]. The catalyst is CS(C)=O. The product is [C:31]([C:28]1[CH:29]=[CH:30][C:25]([NH:24][C:22]([CH:12]2[NH:11][CH:10]([CH2:35][C:36]([CH3:37])([CH3:39])[CH3:38])[C:7]3([C:6](=[O:40])[NH:5][C:4]4[CH:3]=[C:2]([Cl:1])[S:9][C:8]3=4)[CH:13]2[C:14]2[CH:19]=[CH:18][CH:17]=[C:16]([Cl:20])[C:15]=2[F:21])=[O:23])=[C:26]([O:33][CH3:34])[CH:27]=1)(=[O:41])[NH2:32]. The yield is 0.870.